Dataset: Full USPTO retrosynthesis dataset with 1.9M reactions from patents (1976-2016). Task: Predict the reactants needed to synthesize the given product. (1) Given the product [N:12]1([CH2:22][C:23]([O:25][CH2:26][C:27]2[CH:32]=[CH:31][CH:30]=[CH:29][CH:28]=2)=[O:24])[C@H:13]2[C@H:8]([CH2:7][CH2:6][C:5]3[C:14]2=[N:1][CH:2]=[CH:3][CH:4]=3)[CH2:9][CH2:10][CH2:11]1, predict the reactants needed to synthesize it. The reactants are: [NH:1]1[C@H:14]2[C@H:5]([CH2:6][CH2:7][C:8]3[C:13]2=[N:12][CH:11]=[CH:10][CH:9]=3)[CH2:4][CH2:3][CH2:2]1.C(=O)([O-])[O-].[K+].[K+].Br[CH2:22][C:23]([O:25][CH2:26][C:27]1[CH:32]=[CH:31][CH:30]=[CH:29][CH:28]=1)=[O:24]. (2) Given the product [Cl:1][C:2]1[CH:3]=[N:4][CH:5]=[C:6]([Cl:32])[C:7]=1[NH:8][C:9](=[O:31])[C:10]([C:12]1[C:20]2[C:15](=[CH:16][CH:17]=[C:18]([OH:21])[CH:19]=2)[N:14]([CH2:23][C:24]2[CH:29]=[CH:28][C:27]([F:30])=[CH:26][CH:25]=2)[CH:13]=1)=[O:11], predict the reactants needed to synthesize it. The reactants are: [Cl:1][C:2]1[CH:3]=[N:4][CH:5]=[C:6]([Cl:32])[C:7]=1[NH:8][C:9](=[O:31])[C:10]([C:12]1[C:20]2[C:15](=[CH:16][CH:17]=[C:18]([O:21]C)[CH:19]=2)[N:14]([CH2:23][C:24]2[CH:29]=[CH:28][C:27]([F:30])=[CH:26][CH:25]=2)[CH:13]=1)=[O:11].B(Br)(Br)Br.C(=O)([O-])O.[Na+]. (3) Given the product [Cl:23][C:14]1[C:15]([C:16]#[N:17])=[C:10]([C:3]2[CH:4]=[C:5]([O:8][CH3:9])[CH:6]=[CH:7][C:2]=2[F:1])[N:11]=[C:12]([S:19][CH3:20])[N:13]=1, predict the reactants needed to synthesize it. The reactants are: [F:1][C:2]1[CH:7]=[CH:6][C:5]([O:8][CH3:9])=[CH:4][C:3]=1[C:10]1[C:15]([C:16]#[N:17])=[C:14](O)[N:13]=[C:12]([S:19][CH3:20])[N:11]=1.P(Cl)(Cl)([Cl:23])=O. (4) The reactants are: [C:1]1([N:7]2[CH:11]=[CH:10][N:9]=[C:8]2/[CH:12]=[CH:13]/[C:14]([O:16]CC)=[O:15])[CH:6]=[CH:5][CH:4]=[CH:3][CH:2]=1.C(C1NC(/C=C/C(O)=O)=C(C)N=1)C.[OH-].[Na+]. Given the product [C:1]1([N:7]2[CH:11]=[CH:10][N:9]=[C:8]2/[CH:12]=[CH:13]/[C:14]([OH:16])=[O:15])[CH:2]=[CH:3][CH:4]=[CH:5][CH:6]=1, predict the reactants needed to synthesize it. (5) Given the product [NH2:1][C:2]1[CH:3]=[C:4]2[C:17](=[CH:18][C:19]=1[Cl:20])[CH2:16][C:6]1([C:14]3[C:9](=[N:10][CH:11]=[CH:12][CH:13]=3)[NH:8][C:7]1=[O:15])[CH2:5]2, predict the reactants needed to synthesize it. The reactants are: [NH2:1][C:2]1[CH:3]=[C:4]2[C:17](=[CH:18][CH:19]=1)[CH2:16][C:6]1([C:14]3[C:9](=[N:10][CH:11]=[CH:12][CH:13]=3)[NH:8][C:7]1=[O:15])[CH2:5]2.[Cl:20]N1C(=O)CCC1=O. (6) Given the product [NH2:54][CH2:53][CH2:52][C:51]([NH:50][C:23]1[CH:22]=[C:21]([CH2:20][O:19][C:17]([N:16]2[CH2:15][CH2:14][O:13][CH:12]2[CH2:11][CH2:10][CH2:9][NH:8][CH:7]2[CH2:6][CH:5]([O:73][CH:74]3[C:91]4[C:78](=[C:79]([OH:97])[C:80]5[C:81](=[O:96])[C:82]6[C:87]([C:88](=[O:93])[C:89]=5[C:90]=4[OH:92])=[C:86]([O:94][CH3:95])[CH:85]=[CH:84][CH:83]=6)[CH2:77][C@@:76]([OH:102])([C:98](=[O:101])[CH2:99][OH:100])[CH2:75]3)[O:4][CH:3]([CH3:103])[CH:2]2[OH:1])=[O:18])[CH:26]=[CH:25][C:24]=1[O:27][C@@H:28]1[O:29][C@H:30]([C:46]([OH:48])=[O:47])[C@@H:31]([OH:42])[C@H:32]([OH:38])[C@H:33]1[OH:34])=[O:72], predict the reactants needed to synthesize it. The reactants are: [OH:1][CH:2]1[CH:7]([NH:8][CH2:9][CH2:10][CH2:11][CH:12]2[N:16]([C:17]([O:19][CH2:20][C:21]3[CH:26]=[CH:25][C:24]([O:27][C@H:28]4[C@H:33]([O:34]C(=O)C)[C@@H:32]([O:38]C(=O)C)[C@H:31]([O:42]C(=O)C)[C@@H:30]([C:46]([O:48]C)=[O:47])[O:29]4)=[C:23]([NH:50][C:51](=[O:72])[CH2:52][CH2:53][NH:54]C(OCC4C5C=CC=CC=5C5C4=CC=CC=5)=O)[CH:22]=3)=[O:18])[CH2:15][CH2:14][O:13]2)[CH2:6][CH:5]([O:73][CH:74]2[C:91]3[C:78](=[C:79]([OH:97])[C:80]4[C:81](=[O:96])[C:82]5[C:87]([C:88](=[O:93])[C:89]=4[C:90]=3[OH:92])=[C:86]([O:94][CH3:95])[CH:85]=[CH:84][CH:83]=5)[CH2:77][C@@:76]([OH:102])([C:98](=[O:101])[CH2:99][OH:100])[CH2:75]2)[O:4][CH:3]1[CH3:103].C(O)(=O)C.N1CCCCC1. (7) Given the product [F:1][C:2]1[CH:7]=[CH:6][C:5]([C:8]2[N:12]=[C:11]([S:13]([CH3:14])=[O:30])[N:10]([CH3:15])[C:9]=2[C:16]2[CH:21]=[CH:20][N:19]=[C:18]([NH:22][CH:23]3[CH2:24][CH2:25][CH2:26][CH2:34][CH:33]3[OH:36])[CH:17]=2)=[CH:4][CH:3]=1, predict the reactants needed to synthesize it. The reactants are: [F:1][C:2]1[CH:7]=[CH:6][C:5]([C:8]2[N:12]=[C:11]([S:13][CH3:14])[N:10]([CH3:15])[C:9]=2[C:16]2[CH:21]=[CH:20][N:19]=[C:18]([NH:22][CH:23]3CC[CH:26](O)[CH2:25][CH2:24]3)[CH:17]=2)=[CH:4][CH:3]=1.[OH:30]O.N.[C:33]([OH:36])(=O)[CH3:34]. (8) Given the product [CH2:1]([O:3][C:4]1([C:21]([OH:22])=[O:26])[CH2:9][CH2:8][CH2:7][C@@H:6]([F:18])[C@@H:5]1[F:19])[CH3:2], predict the reactants needed to synthesize it. The reactants are: [CH2:1]([O:3][C:4]1[CH:9]=[CH:8][C:7](C2CCC(C=O)CC2)=[C:6]([F:18])[C:5]=1[F:19])[CH3:2].C[C:21](C)=[O:22].CC(C)=[O:26].OS(O)(=O)=O.O=[Cr](=O)=O.C1(C)C=CC=CC=1. (9) Given the product [Cl:1][C:2]1[C:7]2[C:8](=[O:23])[N:9]([CH2:13][C:14]3[C:15](=[O:22])[NH:16][C:17]([CH3:21])=[CH:18][C:19]=3[CH3:20])[CH2:10][CH2:11][O:12][C:6]=2[CH:5]=[CH:4][C:3]=1[O:24][CH2:27][C:26]([F:40])([F:39])[F:25], predict the reactants needed to synthesize it. The reactants are: [Cl:1][C:2]1[C:7]2[C:8](=[O:23])[N:9]([CH2:13][C:14]3[C:15](=[O:22])[NH:16][C:17]([CH3:21])=[CH:18][C:19]=3[CH3:20])[CH2:10][CH2:11][O:12][C:6]=2[CH:5]=[CH:4][C:3]=1[OH:24].[F:25][C:26]([F:40])([F:39])[CH2:27]OS(C1C=CC(C)=CC=1)(=O)=O.C(=O)([O-])[O-].[K+].[K+]. (10) Given the product [NH:4]1[CH:5]=[CH:6][N:2]=[C:3]1[CH2:7][N:8]([CH2:34][C:35]1[CH:65]=[CH:64][C:38]([CH2:39][N:40]([CH2:52][C:53]2[NH:57][N:56]=[N:55][N:54]=2)[CH2:41][CH2:42][CH2:43][CH2:44][N:45]([CH2:49][CH2:50][CH3:51])[CH2:46][CH2:47][CH3:48])=[CH:37][CH:36]=1)[CH2:9][C:10]1[N:11]([CH3:15])[CH:12]=[CH:13][N:14]=1, predict the reactants needed to synthesize it. The reactants are: C[N:2]1[CH:6]=[CH:5][N:4]=[C:3]1[CH2:7][N:8]([CH2:34][C:35]1[CH:65]=[CH:64][C:38]([CH2:39][N:40]([CH2:52][C:53]2[N:57](C3CCCCO3)[N:56]=[N:55][N:54]=2)[CH2:41][CH2:42][CH2:43][CH2:44][N:45]([CH2:49][CH2:50][CH3:51])[CH2:46][CH2:47][CH3:48])=[CH:37][CH:36]=1)[CH2:9][C:10]1[N:11]([C:15](C2C=CC=CC=2)(C2C=CC=CC=2)C2C=CC=CC=2)[CH:12]=[CH:13][N:14]=1.Cl.CO.